Dataset: Retrosynthesis with 50K atom-mapped reactions and 10 reaction types from USPTO. Task: Predict the reactants needed to synthesize the given product. Given the product Nc1ccc(Br)cc1CO, predict the reactants needed to synthesize it. The reactants are: COC(=O)c1cc(Br)ccc1N.